From a dataset of Full USPTO retrosynthesis dataset with 1.9M reactions from patents (1976-2016). Predict the reactants needed to synthesize the given product. (1) The reactants are: [C:1](OC(=O)C)(=[O:3])[CH3:2].[NH2:8][C:9]1[CH:17]=[CH:16][CH:15]=[C:14]2[C:10]=1[C:11](=[O:42])[N:12]([C:19]1([CH2:27][CH2:28][CH2:29][CH2:30][NH:31][C:32](=[O:41])[O:33][CH2:34][C:35]3[CH:40]=[CH:39][CH:38]=[CH:37][CH:36]=3)[CH2:24][CH2:23][C:22](=[O:25])[NH:21][C:20]1=[O:26])[C:13]2=[O:18]. Given the product [C:1]([NH:8][C:9]1[CH:17]=[CH:16][CH:15]=[C:14]2[C:10]=1[C:11](=[O:42])[N:12]([C:19]1([CH2:27][CH2:28][CH2:29][CH2:30][NH:31][C:32](=[O:41])[O:33][CH2:34][C:35]3[CH:40]=[CH:39][CH:38]=[CH:37][CH:36]=3)[CH2:24][CH2:23][C:22](=[O:25])[NH:21][C:20]1=[O:26])[C:13]2=[O:18])(=[O:3])[CH3:2], predict the reactants needed to synthesize it. (2) Given the product [OH:22][C:21]1[C:20]2[C:15](=[N:16][CH:17]=[CH:18][CH:19]=2)[N:14]([CH2:23][CH2:24][CH:25]([CH3:27])[CH3:26])[C:13](=[O:28])[C:12]=1[C:7]1[NH:6][C:5]2[CH:29]=[CH:30][C:2]([NH:1][S:41]([C:38]3[CH:37]=[CH:36][C:35]([S:32]([CH3:31])(=[O:34])=[O:33])=[CH:40][CH:39]=3)(=[O:43])=[O:42])=[CH:3][C:4]=2[S:9](=[O:11])(=[O:10])[N:8]=1, predict the reactants needed to synthesize it. The reactants are: [NH2:1][C:2]1[CH:30]=[CH:29][C:5]2[NH:6][C:7]([C:12]3[C:13](=[O:28])[N:14]([CH2:23][CH2:24][CH:25]([CH3:27])[CH3:26])[C:15]4[C:20]([C:21]=3[OH:22])=[CH:19][CH:18]=[CH:17][N:16]=4)=[N:8][S:9](=[O:11])(=[O:10])[C:4]=2[CH:3]=1.[CH3:31][S:32]([C:35]1[CH:40]=[CH:39][C:38]([S:41](Cl)(=[O:43])=[O:42])=[CH:37][CH:36]=1)(=[O:34])=[O:33].